This data is from Reaction yield outcomes from USPTO patents with 853,638 reactions. The task is: Predict the reaction yield, written as a fraction of the theoretical maximum amount of product (1.0 means a 100% yield; for example, 0.34 means a 34% yield). (1) No catalyst specified. The yield is 0.480. The product is [CH2:24]([O:22][C:19](=[O:23])[CH:20]([P:3]([O:5][CH2:17][CH3:18])([C:6]1[CH:7]=[CH:8][CH:9]=[CH:10][CH:11]=1)=[O:4])[OH:21])[CH3:25]. The reactants are C([P:3]([C:6]1[CH:11]=[CH:10][CH:9]=[CH:8][CH:7]=1)(=[O:5])[O-:4])C.C(N([CH2:17][CH3:18])CC)C.[C:19]([OH:23])(=[O:22])[CH:20]=[O:21].[C:24]1(C)C=CC=C[CH:25]=1. (2) The reactants are [Na+:1].C([O:9][C:10]1[CH:11]=[C:12]([NH:16][C:17]([C:19]2[N:23]([CH:24]([CH3:26])[CH3:25])[C:22]([CH:27]=[CH:28][C@@H:29]([OH:37])[CH2:30][C@@H:31]([OH:36])[CH2:32][C:33]([O-:35])=[O:34])=[C:21]([C:38]3[CH:43]=[CH:42][C:41]([F:44])=[CH:40][CH:39]=3)[C:20]=2[C:45]2[CH:50]=[CH:49][C:48]([F:51])=[CH:47][CH:46]=2)=[O:18])[CH:13]=[CH:14][CH:15]=1)C1C=CC=CC=1. The catalyst is C(O)C.[Pd].CO.C(Cl)Cl. The product is [Na+:1].[F:44][C:41]1[CH:40]=[CH:39][C:38]([C:21]2[C:20]([C:45]3[CH:50]=[CH:49][C:48]([F:51])=[CH:47][CH:46]=3)=[C:19]([C:17](=[O:18])[NH:16][C:12]3[CH:13]=[CH:14][CH:15]=[C:10]([OH:9])[CH:11]=3)[N:23]([CH:24]([CH3:26])[CH3:25])[C:22]=2[CH2:27][CH2:28][C@@H:29]([OH:37])[CH2:30][C@@H:31]([OH:36])[CH2:32][C:33]([O-:35])=[O:34])=[CH:43][CH:42]=1. The yield is 0.910. (3) The reactants are [CH:1]1([N:4]2[C:13]3[C:8](=[CH:9][CH:10]=[CH:11][CH:12]=3)[NH:7][CH2:6][CH2:5]2)[CH2:3][CH2:2]1.C(N(CC)CC)C.[Cl:21][C:22]1[CH:27]=[CH:26][C:25]([Cl:28])=[CH:24][C:23]=1[CH2:29][N:30]1[C:35](=[O:36])[CH:34]=[CH:33][CH:32]=[C:31]1[C:37](Cl)=[O:38]. The catalyst is ClCCl. The product is [CH:1]1([N:4]2[C:13]3[C:8](=[CH:9][CH:10]=[CH:11][CH:12]=3)[N:7]([C:37]([C:31]3[N:30]([CH2:29][C:23]4[CH:24]=[C:25]([Cl:28])[CH:26]=[CH:27][C:22]=4[Cl:21])[C:35](=[O:36])[CH:34]=[CH:33][CH:32]=3)=[O:38])[CH2:6][CH2:5]2)[CH2:3][CH2:2]1. The yield is 0.170. (4) The reactants are [Cl:1][C:2]1[C:11]2[NH:10][C:9](=[O:12])[C:8]3[S:13][CH:14]=[CH:15][C:7]=3[C:6]=2[C:5]([C:16]2[CH:21]=[CH:20][C:19]([CH:22]([NH:25]C(=O)OC(C)(C)C)[CH2:23][CH3:24])=[CH:18][CH:17]=2)=[C:4]([O:33]C)[CH:3]=1.BrB(Br)Br. No catalyst specified. The product is [ClH:1].[NH2:25][CH:22]([C:19]1[CH:18]=[CH:17][C:16]([C:5]2[C:6]3[C:7]4[CH:15]=[CH:14][S:13][C:8]=4[C:9](=[O:12])[NH:10][C:11]=3[C:2]([Cl:1])=[CH:3][C:4]=2[OH:33])=[CH:21][CH:20]=1)[CH2:23][CH3:24]. The yield is 0.400. (5) The reactants are [CH2:1]([S:9][CH2:10][C:11]1[CH:12]=[C:13]([CH:18]=[CH:19][CH:20]=1)[C:14]([O:16]C)=[O:15])[CH2:2][C:3]1[CH:8]=[CH:7][CH:6]=[CH:5][CH:4]=1.[OH-].[Na+]. The catalyst is C1COCC1.CO. The product is [CH2:1]([S:9][CH2:10][C:11]1[CH:12]=[C:13]([CH:18]=[CH:19][CH:20]=1)[C:14]([OH:16])=[O:15])[CH2:2][C:3]1[CH:4]=[CH:5][CH:6]=[CH:7][CH:8]=1. The yield is 0.950.